This data is from Ames mutagenicity test results for genotoxicity prediction. The task is: Regression/Classification. Given a drug SMILES string, predict its toxicity properties. Task type varies by dataset: regression for continuous values (e.g., LD50, hERG inhibition percentage) or binary classification for toxic/non-toxic outcomes (e.g., AMES mutagenicity, cardiotoxicity, hepatotoxicity). Dataset: ames. (1) The compound is CC(=O)c1ccc([N+](=O)[O-])cc1. The result is 1 (mutagenic). (2) The drug is CC1=CC(=O)c2c(O)cccc2C1=O. The result is 1 (mutagenic). (3) The drug is CC(=O)c1ccc([N+](=O)[O-])s1. The result is 1 (mutagenic). (4) The molecule is O=[N+]([O-])c1c2ccccc2cc2c1ccc1ccccc12. The result is 0 (non-mutagenic). (5) The molecule is O=[N+]([O-])c1ccc2ccc3cccc4ccc1c2c34. The result is 1 (mutagenic).